Task: Predict the reactants needed to synthesize the given product.. Dataset: Full USPTO retrosynthesis dataset with 1.9M reactions from patents (1976-2016) Given the product [N:49]1[CH:50]=[CH:51][CH:52]=[C:47]([C:2]2[CH:3]=[C:4]3[CH2:10][C:9]4([CH:15]5[CH2:16][CH2:17][N:12]([CH2:13][CH2:14]5)[CH2:11]4)[O:8][C:5]3=[N:6][CH:7]=2)[CH:48]=1, predict the reactants needed to synthesize it. The reactants are: Br[C:2]1[CH:3]=[C:4]2[CH2:10][C:9]3([CH:15]4[CH2:16][CH2:17][N:12]([CH2:13][CH2:14]4)[CH2:11]3)[O:8][C:5]2=[N:6][CH:7]=1.C1(C)C=CC=CC=1P(C1C=CC=CC=1C)C1C=CC=CC=1C.[Cl-].[Li+].C([Sn](CCCC)(CCCC)[C:47]1[CH:48]=[N:49][CH:50]=[CH:51][CH:52]=1)CCC.